Dataset: Peptide-MHC class II binding affinity with 134,281 pairs from IEDB. Task: Regression. Given a peptide amino acid sequence and an MHC pseudo amino acid sequence, predict their binding affinity value. This is MHC class II binding data. The peptide sequence is MGEAVQNTVEDLKLN. The MHC is HLA-DPA10201-DPB10501 with pseudo-sequence HLA-DPA10201-DPB10501. The binding affinity (normalized) is 0.0699.